From a dataset of Forward reaction prediction with 1.9M reactions from USPTO patents (1976-2016). Predict the product of the given reaction. (1) Given the reactants [Cl:1][C:2]1[CH:3]=[CH:4][C:5]([CH:19]=O)=[C:6]([N:8]2[CH2:13][CH2:12][CH:11]([C:14]([O:16][CH2:17][CH3:18])=[O:15])[CH2:10][CH2:9]2)[CH:7]=1.[N:21]1([C:27]([O:29][C:30]([CH3:33])([CH3:32])[CH3:31])=[O:28])[CH2:26][CH2:25][NH:24][CH2:23][CH2:22]1.ClCCCl.[BH-](OC(C)=O)(OC(C)=O)OC(C)=O.[Na+], predict the reaction product. The product is: [Cl:1][C:2]1[CH:3]=[CH:4][C:5]([CH2:19][N:24]2[CH2:23][CH2:22][N:21]([C:27]([O:29][C:30]([CH3:33])([CH3:32])[CH3:31])=[O:28])[CH2:26][CH2:25]2)=[C:6]([N:8]2[CH2:9][CH2:10][CH:11]([C:14]([O:16][CH2:17][CH3:18])=[O:15])[CH2:12][CH2:13]2)[CH:7]=1. (2) Given the reactants Cl.[Cl:2][CH2:3][CH2:4][NH:5][CH2:6][CH2:7]Cl.[CH3:9][C:10]1([CH3:30])[CH:14]([C:15]2[CH:20]=[CH:19][C:18]([CH3:21])=[CH:17][CH:16]=2)[C:13]2[C:22]([CH3:29])=[C:23]([NH2:28])[C:24]([CH3:27])=[C:25]([CH3:26])[C:12]=2[O:11]1.C(=O)([O-])[O-].[Na+].[Na+], predict the reaction product. The product is: [ClH:2].[CH3:9][C:10]1([CH3:30])[CH:14]([C:15]2[CH:16]=[CH:17][C:18]([CH3:21])=[CH:19][CH:20]=2)[C:13]2[C:22]([CH3:29])=[C:23]([N:28]3[CH2:7][CH2:6][NH:5][CH2:4][CH2:3]3)[C:24]([CH3:27])=[C:25]([CH3:26])[C:12]=2[O:11]1.